From a dataset of NCI-60 drug combinations with 297,098 pairs across 59 cell lines. Regression. Given two drug SMILES strings and cell line genomic features, predict the synergy score measuring deviation from expected non-interaction effect. (1) Drug 1: C1=CC(=CC=C1C#N)C(C2=CC=C(C=C2)C#N)N3C=NC=N3. Drug 2: C#CCC(CC1=CN=C2C(=N1)C(=NC(=N2)N)N)C3=CC=C(C=C3)C(=O)NC(CCC(=O)O)C(=O)O. Cell line: MOLT-4. Synergy scores: CSS=91.7, Synergy_ZIP=5.15, Synergy_Bliss=6.17, Synergy_Loewe=-30.9, Synergy_HSA=2.35. (2) Drug 1: CC1=C(C=C(C=C1)NC2=NC=CC(=N2)N(C)C3=CC4=NN(C(=C4C=C3)C)C)S(=O)(=O)N.Cl. Drug 2: C1=NC(=NC(=O)N1C2C(C(C(O2)CO)O)O)N. Cell line: BT-549. Synergy scores: CSS=1.78, Synergy_ZIP=-1.55, Synergy_Bliss=1.20, Synergy_Loewe=-11.1, Synergy_HSA=-1.40. (3) Drug 1: CC1C(C(CC(O1)OC2CC(CC3=C2C(=C4C(=C3O)C(=O)C5=C(C4=O)C(=CC=C5)OC)O)(C(=O)C)O)N)O.Cl. Drug 2: C1C(C(OC1N2C=NC(=NC2=O)N)CO)O. Cell line: A498. Synergy scores: CSS=23.7, Synergy_ZIP=-3.43, Synergy_Bliss=4.02, Synergy_Loewe=-11.1, Synergy_HSA=3.27. (4) Drug 1: CCC1(CC2CC(C3=C(CCN(C2)C1)C4=CC=CC=C4N3)(C5=C(C=C6C(=C5)C78CCN9C7C(C=CC9)(C(C(C8N6C)(C(=O)OC)O)OC(=O)C)CC)OC)C(=O)OC)O.OS(=O)(=O)O. Drug 2: C1=CC=C(C(=C1)C(C2=CC=C(C=C2)Cl)C(Cl)Cl)Cl. Cell line: NCIH23. Synergy scores: CSS=9.59, Synergy_ZIP=-6.22, Synergy_Bliss=-4.17, Synergy_Loewe=-12.3, Synergy_HSA=-3.30. (5) Drug 1: CNC(=O)C1=NC=CC(=C1)OC2=CC=C(C=C2)NC(=O)NC3=CC(=C(C=C3)Cl)C(F)(F)F. Drug 2: C(CN)CNCCSP(=O)(O)O. Cell line: A549. Synergy scores: CSS=0.0675, Synergy_ZIP=-0.640, Synergy_Bliss=-0.845, Synergy_Loewe=-1.53, Synergy_HSA=-1.32.